From a dataset of Reaction yield outcomes from USPTO patents with 853,638 reactions. Predict the reaction yield, written as a fraction of the theoretical maximum amount of product (1.0 means a 100% yield; for example, 0.34 means a 34% yield). (1) The reactants are [CH2:1]([C@H:3]1[N:5]([C:6]([O:8][C:9]([CH3:12])([CH3:11])[CH3:10])=[O:7])[C@@H:4]1[C:13]([O:15][CH3:16])=[O:14])[CH3:2].[CH3:17][C@@H:18]([OH:23])[CH2:19][CH2:20][CH:21]=[CH2:22].B(F)(F)F.O(CC)CC. The catalyst is C(Cl)Cl. The product is [C:9]([O:8][C:6]([NH:5][C@@H:4]([C@@H:3]([O:23][C@@H:18]([CH2:19][CH2:20][CH:21]=[CH2:22])[CH3:17])[CH2:1][CH3:2])[C:13]([O:15][CH3:16])=[O:14])=[O:7])([CH3:12])([CH3:11])[CH3:10]. The yield is 0.430. (2) The product is [C:1]([C:4]1[C:9]([C:10]2[CH:15]=[CH:14][CH:13]=[CH:12][CH:11]=2)=[N:8][N:7]([CH2:16][CH3:17])[C:6](=[O:18])[C:5]=1[NH:19][C:30]1[N:22]=[CH:23][N:24]=[C:25]2[C:29]=1[N:28]=[CH:27][NH:26]2)(=[O:3])[CH3:2]. The catalyst is C(O)C. The yield is 0.0140. The reactants are [C:1]([C:4]1[C:9]([C:10]2[CH:15]=[CH:14][CH:13]=[CH:12][CH:11]=2)=[N:8][N:7]([CH2:16][CH3:17])[C:6](=[O:18])[C:5]=1[N+:19]([O-])=O)(=[O:3])[CH3:2].[N:22]1[C:30](N)=[C:29]2[C:25]([N:26]=[CH:27][NH:28]2)=[N:24][CH:23]=1. (3) The reactants are [NH2:1][C:2]1[NH:3][C:4]2[C:9]([C:10]=1[C:11]([NH2:13])=[O:12])=[CH:8][CH:7]=[CH:6][CH:5]=2.F[C:15]1[CH:20]=[CH:19][C:18]([N+:21]([O-:23])=[O:22])=[CH:17][CH:16]=1.[H-].[Na+]. The catalyst is CN(C)C=O. The product is [NH2:1][C:2]1[N:3]([C:15]2[CH:20]=[CH:19][C:18]([N+:21]([O-:23])=[O:22])=[CH:17][CH:16]=2)[C:4]2[C:9]([C:10]=1[C:11]([NH2:13])=[O:12])=[CH:8][CH:7]=[CH:6][CH:5]=2. The yield is 0.260. (4) The reactants are Cl[C:2]1[CH:10]=[C:9]2[C:5]([C:6]([CH:11]=[O:12])=[CH:7][NH:8]2)=[CH:4][C:3]=1C1C=CC(OCC(C)(C)CO)=CC=1.CC(=CC)C.Cl([O-])=[O:32].[Na+].OP([O-])(O)=O.[Na+]. The catalyst is C(#N)C.C(OCC)(=O)C.O.C(O)(C)(C)C. The product is [NH:8]1[C:9]2[C:5](=[CH:4][CH:3]=[CH:2][CH:10]=2)[C:6]([C:11]([OH:12])=[O:32])=[CH:7]1. The yield is 0.320.